This data is from Reaction yield outcomes from USPTO patents with 853,638 reactions. The task is: Predict the reaction yield, written as a fraction of the theoretical maximum amount of product (1.0 means a 100% yield; for example, 0.34 means a 34% yield). (1) The reactants are [CH:1]([O:4][C:5]1[CH:21]=[CH:20][C:8]([C:9]([C:11]2[CH:16]=[CH:15][C:14]([N+:17]([O-])=O)=[CH:13][CH:12]=2)=O)=[CH:7][CH:6]=1)([CH3:3])[CH3:2].Cl. The catalyst is [Pd].C(O)C. The product is [CH:1]([O:4][C:5]1[CH:21]=[CH:20][C:8]([CH2:9][C:11]2[CH:12]=[CH:13][C:14]([NH2:17])=[CH:15][CH:16]=2)=[CH:7][CH:6]=1)([CH3:3])[CH3:2]. The yield is 0.870. (2) The catalyst is CN(C=O)C.O. The product is [Cl:1][C:2]1[C:7]([Cl:8])=[CH:6][C:5]([NH:9][CH2:10][C:11]([N:18]2[CH2:19][CH2:20][N:15]([CH:21]3[CH2:22][N:23]([C:25]([O:27][C:28]([CH3:31])([CH3:30])[CH3:29])=[O:26])[CH2:24]3)[CH2:16][CH2:17]2)=[O:13])=[C:4]([OH:14])[CH:3]=1. The reactants are [Cl:1][C:2]1[C:7]([Cl:8])=[CH:6][C:5]([NH:9][CH2:10][C:11]([OH:13])=O)=[C:4]([OH:14])[CH:3]=1.[N:15]1([CH:21]2[CH2:24][N:23]([C:25]([O:27][C:28]([CH3:31])([CH3:30])[CH3:29])=[O:26])[CH2:22]2)[CH2:20][CH2:19][NH:18][CH2:17][CH2:16]1.CCN=C=NCCCN(C)C.Cl.C1C=CC2N(O)N=NC=2C=1.CCN(CC)CC. The yield is 0.310. (3) The reactants are [Br:1]N1C(=O)CCC1=O.CSC.[F:12][C:13]([F:28])([F:27])[C:14]1[CH:15]=[C:16]([C@H:24](O)[CH3:25])[CH:17]=[C:18]([C:20]([F:23])([F:22])[F:21])[CH:19]=1.CCCCCC. The catalyst is ClCCl. The product is [Br:1][C@H:24]([C:16]1[CH:15]=[C:14]([C:13]([F:28])([F:27])[F:12])[CH:19]=[C:18]([C:20]([F:23])([F:22])[F:21])[CH:17]=1)[CH3:25]. The yield is 0.660. (4) The reactants are [Cl:1][C:2]1[CH:7]=[CH:6][CH:5]=[CH:4][C:3]=1[C:8]1[C:16]2[O:15][CH:14]([CH2:17][NH2:18])[CH2:13][C:12]=2[CH:11]=[C:10]([F:19])[CH:9]=1.C(N(C(C)C)CC)(C)C.Cl[C:30]([O:32][CH2:33][C:34]1[CH:39]=[CH:38][CH:37]=[CH:36][CH:35]=1)=[O:31]. No catalyst specified. The product is [CH2:33]([O:32][C:30](=[O:31])[NH:18][CH2:17][CH:14]1[CH2:13][C:12]2[CH:11]=[C:10]([F:19])[CH:9]=[C:8]([C:3]3[CH:4]=[CH:5][CH:6]=[CH:7][C:2]=3[Cl:1])[C:16]=2[O:15]1)[C:34]1[CH:39]=[CH:38][CH:37]=[CH:36][CH:35]=1. The yield is 0.700.